From a dataset of Reaction yield outcomes from USPTO patents with 853,638 reactions. Predict the reaction yield, written as a fraction of the theoretical maximum amount of product (1.0 means a 100% yield; for example, 0.34 means a 34% yield). (1) The reactants are CS(O[CH2:6][C:7]1[CH:8]=[C:9]([C:13]2[CH:18]=[CH:17][C:16]([O:19][CH2:20][C:21]3[CH:26]=[CH:25][CH:24]=[CH:23][CH:22]=3)=[CH:15][CH:14]=2)[CH:10]=[CH:11][CH:12]=1)(=O)=O.[C:27]([C:31]1[CH:36]=[CH:35][C:34]([C:37]2[C:45]3[C:40](=[CH:41][CH:42]=[CH:43][CH:44]=3)[NH:39][C:38]=2[C:46]([O:48][CH2:49][CH3:50])=[O:47])=[CH:33][CH:32]=1)([CH3:30])([CH3:29])[CH3:28].C([O-])([O-])=O.[K+].[K+].CCOC(C)=O. The catalyst is CN(C=O)C. The product is [CH2:20]([O:19][C:16]1[CH:17]=[CH:18][C:13]([C:9]2[CH:10]=[CH:11][CH:12]=[C:7]([CH2:6][N:39]3[C:40]4[C:45](=[CH:44][CH:43]=[CH:42][CH:41]=4)[C:37]([C:34]4[CH:33]=[CH:32][C:31]([C:27]([CH3:30])([CH3:28])[CH3:29])=[CH:36][CH:35]=4)=[C:38]3[C:46]([O:48][CH2:49][CH3:50])=[O:47])[CH:8]=2)=[CH:14][CH:15]=1)[C:21]1[CH:22]=[CH:23][CH:24]=[CH:25][CH:26]=1. The yield is 0.670. (2) The reactants are Cl[CH:2]([C:8](=O)[CH2:9][C:10]1[CH:15]=[CH:14][C:13]([Cl:16])=[CH:12][CH:11]=1)[C:3]([O:5][CH2:6][CH3:7])=[O:4].[N:18]1([C:24](=[Se:26])[NH2:25])[CH2:23][CH2:22][O:21][CH2:20][CH2:19]1. The catalyst is C(O)(C)C. The product is [Cl:16][C:13]1[CH:14]=[CH:15][C:10]([CH2:9][C:8]2[N:25]=[C:24]([N:18]3[CH2:23][CH2:22][O:21][CH2:20][CH2:19]3)[Se:26][C:2]=2[C:3]([O:5][CH2:6][CH3:7])=[O:4])=[CH:11][CH:12]=1. The yield is 0.280. (3) The reactants are [C:1]([C:3]1[C:11]2[O:10][C:9]([CH3:12])=[N:8][C:7]=2[C:6]([N+:13]([O-])=O)=[CH:5][CH:4]=1)#[N:2]. The catalyst is CCOC(C)=O.[Fe]. The product is [NH2:13][C:6]1[C:7]2[N:8]=[C:9]([CH3:12])[O:10][C:11]=2[C:3]([C:1]#[N:2])=[CH:4][CH:5]=1. The yield is 0.890. (4) The reactants are [CH2:1]([N:8]1[CH2:14][C:13]2[N:15]=[CH:16][C:17](Cl)=[N:18][C:12]=2[O:11][CH2:10][CH2:9]1)[C:2]1[CH:7]=[CH:6][CH:5]=[CH:4][CH:3]=1.[CH3:20][C:21]1[NH:22][CH:23]=[CH:24][N:25]=1.C(=O)([O-])[O-].[Cs+].[Cs+]. The catalyst is CN(C=O)C.[Cu](I)I. The product is [CH2:1]([N:8]1[CH2:14][C:13]2[N:15]=[CH:16][C:17]([N:22]3[CH:23]=[CH:24][N:25]=[C:21]3[CH3:20])=[N:18][C:12]=2[O:11][CH2:10][CH2:9]1)[C:2]1[CH:7]=[CH:6][CH:5]=[CH:4][CH:3]=1. The yield is 0.150. (5) The reactants are [O:1]1[C:5]2[CH:6]=[CH:7][C:8]([C:10]3[CH:15]=[CH:14][C:13]([C:16]4[N:21]=[C:20]([O:22][CH2:23][CH2:24][CH2:25][CH2:26][CH2:27][O:28][C:29]5[CH:34]=[CH:33][CH:32]=[CH:31][C:30]=5[CH2:35][CH:36]([NH:40]C(OC(C)(C)C)=O)[C:37]([OH:39])=[O:38])[CH:19]=[CH:18][CH:17]=4)=[CH:12][CH:11]=3)=[CH:9][C:4]=2[O:3][CH2:2]1.FC(F)(F)C(O)=O. The catalyst is C(Cl)Cl. The product is [NH2:40][CH:36]([CH2:35][C:30]1[CH:31]=[CH:32][CH:33]=[CH:34][C:29]=1[O:28][CH2:27][CH2:26][CH2:25][CH2:24][CH2:23][O:22][C:20]1[CH:19]=[CH:18][CH:17]=[C:16]([C:13]2[CH:12]=[CH:11][C:10]([C:8]3[CH:7]=[CH:6][C:5]4[O:1][CH2:2][O:3][C:4]=4[CH:9]=3)=[CH:15][CH:14]=2)[N:21]=1)[C:37]([OH:39])=[O:38]. The yield is 1.00.